From a dataset of Reaction yield outcomes from USPTO patents with 853,638 reactions. Predict the reaction yield, written as a fraction of the theoretical maximum amount of product (1.0 means a 100% yield; for example, 0.34 means a 34% yield). The reactants are [CH:1]1[C:2]([C:10]([O:12][CH2:13][CH3:14])=[O:11])=[CH:3][N:4]2[C:9]=1[CH:8]=[CH:7][CH:6]=[CH:5]2.Br[C:16]1[CH:21]=[CH:20][CH:19]=[CH:18][CH:17]=1.CC([O-])=O.[K+].O. The catalyst is CN1C(=O)CCC1.Cl[Pd](Cl)([P](C1C=CC=CC=1)(C1C=CC=CC=1)C1C=CC=CC=1)[P](C1C=CC=CC=1)(C1C=CC=CC=1)C1C=CC=CC=1. The product is [C:16]1([C:3]2[N:4]3[C:9]([CH:8]=[CH:7][CH:6]=[CH:5]3)=[CH:1][C:2]=2[C:10]([O:12][CH2:13][CH3:14])=[O:11])[CH:21]=[CH:20][CH:19]=[CH:18][CH:17]=1. The yield is 0.680.